This data is from Catalyst prediction with 721,799 reactions and 888 catalyst types from USPTO. The task is: Predict which catalyst facilitates the given reaction. (1) Reactant: [CH3:1][S:2](Cl)(=[O:4])=[O:3].[Br:6][C:7]1[CH:8]=[C:9]([F:20])[C:10]([CH:13]2[CH2:18][CH:17]([OH:19])[CH2:16][CH2:15][O:14]2)=[N:11][CH:12]=1. Product: [CH3:1][S:2]([O:19][CH:17]1[CH2:16][CH2:15][O:14][CH:13]([C:10]2[C:9]([F:20])=[CH:8][C:7]([Br:6])=[CH:12][N:11]=2)[CH2:18]1)(=[O:4])=[O:3]. The catalyst class is: 2. (2) Reactant: Cl.[NH2:2][C:3]1[CH:32]=[CH:31][C:6]2[NH:7][C:8]([C:13]3[C:14](=[O:30])[C:15]([CH3:29])([CH2:24][CH2:25][CH:26]([CH3:28])[CH3:27])[C:16]4[C:21]([C:22]=3[OH:23])=[CH:20][CH:19]=[CH:18][CH:17]=4)=[N:9][S:10](=[O:12])(=[O:11])[C:5]=2[CH:4]=1.[S:33](Cl)([CH3:36])(=[O:35])=[O:34].N1C=CC=CC=1. Product: [OH:23][C:22]1[C:21]2[C:16](=[CH:17][CH:18]=[CH:19][CH:20]=2)[C:15]([CH3:29])([CH2:24][CH2:25][CH:26]([CH3:28])[CH3:27])[C:14](=[O:30])[C:13]=1[C:8]1[NH:7][C:6]2[CH:31]=[CH:32][C:3]([NH:2][S:33]([CH3:36])(=[O:35])=[O:34])=[CH:4][C:5]=2[S:10](=[O:12])(=[O:11])[N:9]=1. The catalyst class is: 21. (3) Reactant: C[O:2][C:3]([C:5]1[C:6]2[CH:13]=[CH:12][C:11]([C:14]3[CH:19]=[CH:18][C:17]([O:20][CH2:21][C:22]4[N:23]([C:31]5[C:36]([Cl:37])=[CH:35][CH:34]=[CH:33][C:32]=5[Cl:38])[N:24]=[N:25][C:26]=4[C:27]([F:30])([F:29])[F:28])=[CH:16][C:15]=3[CH3:39])=[CH:10][C:7]=2[S:8][CH:9]=1)=[O:4].C1COCC1.[Li+].[OH-].Cl. Product: [Cl:38][C:32]1[CH:33]=[CH:34][CH:35]=[C:36]([Cl:37])[C:31]=1[N:23]1[C:22]([CH2:21][O:20][C:17]2[CH:18]=[CH:19][C:14]([C:11]3[CH:12]=[CH:13][C:6]4[C:5]([C:3]([OH:4])=[O:2])=[CH:9][S:8][C:7]=4[CH:10]=3)=[C:15]([CH3:39])[CH:16]=2)=[C:26]([C:27]([F:30])([F:29])[F:28])[N:25]=[N:24]1. The catalyst class is: 72.